This data is from TCR-epitope binding with 47,182 pairs between 192 epitopes and 23,139 TCRs. The task is: Binary Classification. Given a T-cell receptor sequence (or CDR3 region) and an epitope sequence, predict whether binding occurs between them. (1) The epitope is RPPIFIRRL. The TCR CDR3 sequence is CSVTGTTFTEQYF. Result: 0 (the TCR does not bind to the epitope). (2) The epitope is TLVPQEHYV. The TCR CDR3 sequence is CASSLTGGAETQYF. Result: 0 (the TCR does not bind to the epitope). (3) The epitope is LLALHRSYL. The TCR CDR3 sequence is CASSLSSGGETQYF. Result: 0 (the TCR does not bind to the epitope). (4) The epitope is PKYVKQNTLKLAT. The TCR CDR3 sequence is CASSQDPTGYSGANVLTF. Result: 1 (the TCR binds to the epitope). (5) The epitope is KLSYGIATV. The TCR CDR3 sequence is CASSLIAGVGTDTQYF. Result: 1 (the TCR binds to the epitope). (6) The epitope is KLNVGDYFV. The TCR CDR3 sequence is CASRFGIECNQPQHF. Result: 0 (the TCR does not bind to the epitope). (7) The epitope is FLPRVFSAV. The TCR CDR3 sequence is CATSRESGNGKLFF. Result: 0 (the TCR does not bind to the epitope). (8) The epitope is VLAWLYAAV. The TCR CDR3 sequence is CSVGAGNEKLFF. Result: 1 (the TCR binds to the epitope).